Task: Predict which catalyst facilitates the given reaction.. Dataset: Catalyst prediction with 721,799 reactions and 888 catalyst types from USPTO (1) Product: [Br:3][C:4]1[N:5]=[C:6]2[C:12]([C:13](=[O:18])[C:14]([CH3:15])([CH3:17])[CH3:16])=[CH:11][N:10]([CH2:26][O:25][CH2:24][CH2:23][Si:20]([CH3:22])([CH3:21])[CH3:19])[C:7]2=[N:8][CH:9]=1. The catalyst class is: 18. Reactant: [H-].[Na+].[Br:3][C:4]1[N:5]=[C:6]2[C:12]([C:13](=[O:18])[C:14]([CH3:17])([CH3:16])[CH3:15])=[CH:11][NH:10][C:7]2=[N:8][CH:9]=1.[CH3:19][Si:20]([CH2:23][CH2:24][O:25][CH2:26]Cl)([CH3:22])[CH3:21]. (2) Product: [F:1][C:2]1[CH:3]=[CH:4][C:5]([CH2:6][N:7]2[C:11]3=[CH:12][N:13]=[C:14]([C:17]([O:19][CH2:20][CH3:21])=[O:18])[C:15]([O:16][S:33]([C:32]([F:45])([F:44])[F:31])(=[O:35])=[O:34])=[C:10]3[CH:9]=[CH:8]2)=[CH:22][CH:23]=1. Reactant: [F:1][C:2]1[CH:23]=[CH:22][C:5]([CH2:6][N:7]2[C:11]3=[CH:12][N:13]=[C:14]([C:17]([O:19][CH2:20][CH3:21])=[O:18])[C:15]([OH:16])=[C:10]3[CH:9]=[CH:8]2)=[CH:4][CH:3]=1.C(N(CC)CC)C.[F:31][C:32]([F:45])([F:44])[S:33](O[S:33]([C:32]([F:45])([F:44])[F:31])(=[O:35])=[O:34])(=[O:35])=[O:34]. The catalyst class is: 4. (3) Reactant: [F:1][C:2]1[N:10]=[CH:9][CH:8]=[CH:7][C:3]=1[C:4]([OH:6])=O.[CH2:11]([NH2:19])[CH2:12][C:13]1[CH:18]=[CH:17][CH:16]=[CH:15][CH:14]=1.C(N(CC)CC)C.F[P-](F)(F)(F)(F)F.N1(OC(N(C)C)=[N+](C)C)C2N=CC=CC=2N=N1. Product: [F:1][C:2]1[N:10]=[CH:9][CH:8]=[CH:7][C:3]=1[C:4]([NH:19][CH2:11][CH2:12][C:13]1[CH:18]=[CH:17][CH:16]=[CH:15][CH:14]=1)=[O:6]. The catalyst class is: 10. (4) Reactant: [C:1]([O:5][C:6](=[O:16])[NH:7][CH2:8][CH:9]1[CH2:14][CH2:13][C:12](=[O:15])[CH2:11][CH2:10]1)([CH3:4])([CH3:3])[CH3:2].[CH3:17][Mg]Br. Product: [OH:15][C:12]1([CH3:17])[CH2:11][CH2:10][CH:9]([CH2:8][NH:7][C:6](=[O:16])[O:5][C:1]([CH3:4])([CH3:2])[CH3:3])[CH2:14][CH2:13]1. The catalyst class is: 7. (5) Reactant: [C:1]([NH:5][C:6]1[C:7]([CH3:42])=[C:8]([CH:39]=[CH:40][CH:41]=1)[O:9][C:10]1[C:11]([C:27]([NH:29]CC2C=CC(OC)=CC=2)=[O:28])=[C:12]([NH:18][C:19]2[CH:24]=[CH:23][C:22]([I:25])=[CH:21][C:20]=2[F:26])[N:13]([CH3:17])[C:14](=[O:16])[CH:15]=1)(=[O:4])[CH2:2][CH3:3].[Cl-].[Al+3].[Cl-].[Cl-].O.Cl. Product: [C:1]([NH:5][C:6]1[C:7]([CH3:42])=[C:8]([CH:39]=[CH:40][CH:41]=1)[O:9][C:10]1[C:11]([C:27]([NH2:29])=[O:28])=[C:12]([NH:18][C:19]2[CH:24]=[CH:23][C:22]([I:25])=[CH:21][C:20]=2[F:26])[N:13]([CH3:17])[C:14](=[O:16])[CH:15]=1)(=[O:4])[CH2:2][CH3:3]. The catalyst class is: 520. (6) Reactant: Cl[C:2]1[CH:7]=[N:6][CH:5]=[CH:4][N:3]=1.CC([CH2:12][N:13]([CH2:17][CH2:18][N:19]1[CH:23]=[C:22]([C:24]2[CH:25]=[C:26]3[C:31](=[CH:32][CH:33]=2)[N:30]([C:34](=[O:36])[CH3:35])[C@@H:29]([CH3:37])[CH2:28][C@H:27]3[NH2:38])[CH:21]=[N:20]1)[C:14](=[O:16])[O-:15])(C)C.C1(P(C2CCCCC2)[C:46]2C=CC=[CH:48][C:47]=2[C:52]2C(N(C)C)=CC=CC=2)CCCCC1.CC(C)([O-])C.[Na+]. Product: [C:34]([N:30]1[C:31]2[C:26](=[CH:25][C:24]([C:22]3[CH:21]=[N:20][N:19]([CH2:18][CH2:17][N:13]([CH3:12])[C:14](=[O:16])[O:15][C:47]([CH3:52])([CH3:48])[CH3:46])[CH:23]=3)=[CH:33][CH:32]=2)[C@H:27]([NH:38][C:2]2[CH:7]=[N:6][CH:5]=[CH:4][N:3]=2)[CH2:28][C@@H:29]1[CH3:37])(=[O:36])[CH3:35]. The catalyst class is: 62. (7) Reactant: C[Si](C)(C)[C:3]1[C:28]([Si](C)(C)C)=[CH:27][C:26]2[C:5](=[CH:6][C:7]3[C:24]([CH:25]=2)=[CH:23][C:22]2[C:9](=[CH:10][C:11]4[C:20]([CH:21]=2)=[CH:19][C:18]2[C:13](=[CH:14][C:15]([Si](C)(C)C)=[C:16]([Si](C)(C)C)[CH:17]=2)[CH:12]=4)[CH:8]=3)[CH:4]=1.O. Product: [CH:4]1[C:5]2[C:26](=[CH:25][C:24]3[C:7]([CH:6]=2)=[CH:8][C:9]2[C:22](=[CH:21][C:20]4[C:11]([CH:10]=2)=[CH:12][C:13]2[C:18](=[CH:17][CH:16]=[CH:15][CH:14]=2)[CH:19]=4)[CH:23]=3)[CH:27]=[CH:28][CH:3]=1. The catalyst class is: 1.